The task is: Predict the product of the given reaction.. This data is from Forward reaction prediction with 1.9M reactions from USPTO patents (1976-2016). (1) The product is: [C:28]([C:24]1[CH:23]=[C:22]([CH:27]=[CH:26][CH:25]=1)[CH2:21][N:20]([CH2:34][CH:35]([CH3:37])[CH3:36])[C:18](=[O:19])[C:17]([NH:16][C:13]1[CH:12]=[CH:11][C:10]([C:7]2[CH:8]=[CH:9][C:4]([C:1](=[NH:2])[NH2:3])=[CH:5][CH:6]=2)=[CH:15][CH:14]=1)=[O:38])(=[NH:29])[NH2:32]. Given the reactants [C:1]([C:4]1[CH:9]=[CH:8][C:7]([C:10]2[CH:15]=[CH:14][C:13]([NH:16][C:17](=[O:38])[C:18]([N:20]([CH2:34][CH:35]([CH3:37])[CH3:36])[CH2:21][C:22]3[CH:27]=[CH:26][CH:25]=[C:24]([C:28]4[N:32]=C(C)O[N:29]=4)[CH:23]=3)=[O:19])=[CH:12][CH:11]=2)=[CH:6][CH:5]=1)(=[NH:3])[NH2:2].CC(CC(O)=O)=O, predict the reaction product. (2) Given the reactants [C:1]([C:5]1[CH:6]=[C:7]([NH2:10])[NH:8][N:9]=1)([CH3:4])([CH3:3])[CH3:2].C(=O)([O-])[O-].[K+].[K+].Br[C:18]1[CH:19]=[C:20]([OH:25])[CH:21]=[C:22]([CH3:24])[CH:23]=1.CN(C)[C@@H]1CCCC[C@H]1N, predict the reaction product. The product is: [NH2:10][C:7]1[N:8]([C:18]2[CH:19]=[C:20]([OH:25])[CH:21]=[C:22]([CH3:24])[CH:23]=2)[N:9]=[C:5]([C:1]([CH3:4])([CH3:3])[CH3:2])[CH:6]=1. (3) Given the reactants [NH2:1][CH2:2][C:3]([N:5]1[CH:14]([CH2:15][C:16](O)=[O:17])[C:13]2[N:12]=[CH:11][CH:10]=[C:9]([Cl:19])[C:8]=2[CH2:7][CH2:6]1)=[O:4].C(N(CC)CC)C.C([O-])(O)=O.[Na+], predict the reaction product. The product is: [Cl:19][C:9]1[C:8]2[CH2:7][CH2:6][N:5]3[C:3](=[O:4])[CH2:2][NH:1][C:16](=[O:17])[CH2:15][CH:14]3[C:13]=2[N:12]=[CH:11][CH:10]=1. (4) Given the reactants [F:1][C:2]([F:13])([F:12])[C:3]1[CH:4]=[C:5]([CH:9]=[CH:10][CH:11]=1)[C:6](Cl)=[O:7].[NH2:14][C:15]1[C:23]([N+:24]([O-:26])=[O:25])=[CH:22][CH:21]=[CH:20][C:16]=1[C:17](O)=[O:18].O, predict the reaction product. The product is: [N+:24]([C:23]1[C:15]2[N:14]=[C:6]([C:5]3[CH:9]=[CH:10][CH:11]=[C:3]([C:2]([F:13])([F:12])[F:1])[CH:4]=3)[O:7][C:17](=[O:18])[C:16]=2[CH:20]=[CH:21][CH:22]=1)([O-:26])=[O:25].